From a dataset of Full USPTO retrosynthesis dataset with 1.9M reactions from patents (1976-2016). Predict the reactants needed to synthesize the given product. (1) Given the product [Cl:1][C:2]1[C:9]([F:10])=[CH:8][C:5]([CH2:6][N:14]2[C@@H:15]([CH3:19])[CH2:16][O:17][CH2:18][C@@H:13]2[CH3:12])=[C:4]([F:11])[CH:3]=1, predict the reactants needed to synthesize it. The reactants are: [Cl:1][C:2]1[C:9]([F:10])=[CH:8][C:5]([CH:6]=O)=[C:4]([F:11])[CH:3]=1.[CH3:12][C@H:13]1[CH2:18][O:17][CH2:16][C@H:15]([CH3:19])[NH:14]1.C(O[BH-](OC(=O)C)OC(=O)C)(=O)C.[Na+]. (2) The reactants are: [NH2:1][CH2:2][C:3]([O:5][C:6]([CH3:9])([CH3:8])[CH3:7])=[O:4].Cl.Cl[C:12]1[C:17]([N+:18]([O-:20])=[O:19])=[CH:16][CH:15]=[CH:14][N:13]=1.CCN(C(C)C)C(C)C. Given the product [C:6]([O:5][C:3](=[O:4])[CH2:2][NH:1][C:12]1[C:17]([N+:18]([O-:20])=[O:19])=[CH:16][CH:15]=[CH:14][N:13]=1)([CH3:9])([CH3:8])[CH3:7], predict the reactants needed to synthesize it.